This data is from Reaction yield outcomes from USPTO patents with 853,638 reactions. The task is: Predict the reaction yield, written as a fraction of the theoretical maximum amount of product (1.0 means a 100% yield; for example, 0.34 means a 34% yield). The reactants are [Si]([O:8][CH2:9][CH2:10][N:11]1[CH2:15][CH2:14][N:13]([C:16]2[S:20][C:19]([C:21]([O:23][CH2:24][CH3:25])=[O:22])=[C:18]([CH3:26])[CH:17]=2)[C:12]1=[O:27])(C(C)(C)C)(C)C. The catalyst is C(O)(=O)C. The product is [OH:8][CH2:9][CH2:10][N:11]1[CH2:15][CH2:14][N:13]([C:16]2[S:20][C:19]([C:21]([O:23][CH2:24][CH3:25])=[O:22])=[C:18]([CH3:26])[CH:17]=2)[C:12]1=[O:27]. The yield is 0.780.